Task: Regression. Given two drug SMILES strings and cell line genomic features, predict the synergy score measuring deviation from expected non-interaction effect.. Dataset: NCI-60 drug combinations with 297,098 pairs across 59 cell lines (1) Drug 1: C1=CC(=CC=C1CCCC(=O)O)N(CCCl)CCCl. Drug 2: CCN(CC)CCNC(=O)C1=C(NC(=C1C)C=C2C3=C(C=CC(=C3)F)NC2=O)C. Cell line: CCRF-CEM. Synergy scores: CSS=32.7, Synergy_ZIP=-4.64, Synergy_Bliss=-14.7, Synergy_Loewe=-16.8, Synergy_HSA=-16.0. (2) Drug 1: CCC1(CC2CC(C3=C(CCN(C2)C1)C4=CC=CC=C4N3)(C5=C(C=C6C(=C5)C78CCN9C7C(C=CC9)(C(C(C8N6C=O)(C(=O)OC)O)OC(=O)C)CC)OC)C(=O)OC)O.OS(=O)(=O)O. Drug 2: COC1=C2C(=CC3=C1OC=C3)C=CC(=O)O2. Cell line: MOLT-4. Synergy scores: CSS=38.0, Synergy_ZIP=0.861, Synergy_Bliss=-1.08, Synergy_Loewe=-3.61, Synergy_HSA=-4.96. (3) Drug 1: C1C(C(OC1N2C=NC3=C(N=C(N=C32)Cl)N)CO)O. Drug 2: C1C(C(OC1N2C=NC3=C2NC=NCC3O)CO)O. Cell line: SF-295. Synergy scores: CSS=17.9, Synergy_ZIP=-6.13, Synergy_Bliss=-5.44, Synergy_Loewe=-17.3, Synergy_HSA=-3.78. (4) Drug 1: CC(C)NC(=O)C1=CC=C(C=C1)CNNC.Cl. Drug 2: C1C(C(OC1N2C=NC3=C2NC=NCC3O)CO)O. Cell line: OVCAR-4. Synergy scores: CSS=2.61, Synergy_ZIP=-0.837, Synergy_Bliss=1.56, Synergy_Loewe=1.57, Synergy_HSA=1.54.